From a dataset of Reaction yield outcomes from USPTO patents with 853,638 reactions. Predict the reaction yield, written as a fraction of the theoretical maximum amount of product (1.0 means a 100% yield; for example, 0.34 means a 34% yield). (1) The reactants are [N+:1]([C:4]1[CH:5]=[C:6]2[C:10](=[CH:11][CH:12]=1)[NH:9][CH:8]=[CH:7]2)([O-:3])=[O:2].N1CCCC1.[CH2:18]([N:20]1[CH2:25][CH2:24][C:23](=O)[CH2:22][CH2:21]1)[CH3:19]. The catalyst is C(O)C. The product is [CH2:18]([N:20]1[CH2:21][CH:22]=[C:23]([C:7]2[C:6]3[C:10](=[CH:11][CH:12]=[C:4]([N+:1]([O-:3])=[O:2])[CH:5]=3)[NH:9][CH:8]=2)[CH2:24][CH2:25]1)[CH3:19]. The yield is 0.420. (2) The reactants are CN(C(ON1N=NC2C=CC=NC1=2)=[N+](C)C)C.F[P-](F)(F)(F)(F)F.[Br:25][C:26]1[CH:31]=[CH:30][C:29]([C:32](=[O:50])[CH2:33][NH:34][C:35]([CH2:37][NH:38][CH2:39][C:40]([NH:42][CH:43]([CH:47]([CH3:49])[CH3:48])[C:44](O)=[O:45])=[O:41])=[O:36])=[CH:28][CH:27]=1.CN1CCOCC1. The catalyst is CN(C=O)C. The product is [Br:25][C:26]1[CH:31]=[CH:30][C:29]([C:32](=[O:50])[CH2:33][NH:34][C:35](=[O:36])[CH2:37][N:38]2[CH2:39][C:40](=[O:41])[NH:42][CH:43]([CH:47]([CH3:49])[CH3:48])[C:44]2=[O:45])=[CH:28][CH:27]=1. The yield is 0.600. (3) The reactants are [CH:1]1([C:6]([OH:8])=O)[CH2:5][CH:4]=[CH:3][CH2:2]1.CN(C=O)C.[C:14](Cl)(=[O:18])[C:15](Cl)=O.[CH2:20](N(CC)CC)[CH3:21]. The catalyst is C(Cl)Cl. The product is [CH2:20]([O:8][C:6]1[C:1]2([CH2:2][CH:3]=[CH:4][CH2:5]2)[C:14](=[O:18])[CH:15]=1)[CH3:21]. The yield is 0.730. (4) The reactants are [C:1]([C:3]1[N:4]=[C:5]([C:32]2[C:37]([F:38])=[CH:36][CH:35]=[CH:34][C:33]=2[F:39])[O:6][C:7]=1[NH:8][C:9]1[CH:31]=[CH:30][C:12]([C:13]([NH:15][CH2:16][CH:17]2[CH2:22][CH2:21][N:20](C(OC(C)(C)C)=O)[CH2:19][CH2:18]2)=[O:14])=[CH:11][CH:10]=1)#[N:2].C(=O)(O)[O-:41].[Na+].[OH-].[Na+]. The catalyst is S(=O)(=O)(O)O. The product is [NH:20]1[CH2:19][CH2:18][CH:17]([CH2:16][NH:15][C:13]([C:12]2[CH:30]=[CH:31][C:9]([NH:8][C:7]3[O:6][C:5]([C:32]4[C:37]([F:38])=[CH:36][CH:35]=[CH:34][C:33]=4[F:39])=[N:4][C:3]=3[C:1]([NH2:2])=[O:41])=[CH:10][CH:11]=2)=[O:14])[CH2:22][CH2:21]1. The yield is 0.140. (5) The reactants are [Cl:1][C:2]1[CH:3]=[C:4]([NH:9][C:10]([N:12]2[CH2:17][CH2:16][N:15]([C:18]([C@H:20]3[CH2:25][N:24]([CH2:26][CH3:27])[CH2:23][CH2:22][NH:21]3)=[O:19])[CH2:14][CH2:13]2)=[O:11])[CH:5]=[CH:6][C:7]=1[Cl:8].C(N(CC)CC)C.[C:35](Cl)(=[O:37])[CH3:36]. The catalyst is C(Cl)(Cl)Cl.C(Cl)Cl. The product is [C:35]([N:21]1[CH2:22][CH2:23][N:24]([CH2:26][CH3:27])[CH2:25][C@@H:20]1[C:18]([N:15]1[CH2:14][CH2:13][N:12]([C:10]([NH:9][C:4]2[CH:5]=[CH:6][C:7]([Cl:8])=[C:2]([Cl:1])[CH:3]=2)=[O:11])[CH2:17][CH2:16]1)=[O:19])(=[O:37])[CH3:36]. The yield is 0.450. (6) The reactants are [CH:1]1([CH:7]([NH:10]S(C(C)(C)C)=O)[CH2:8][CH3:9])[CH2:6][CH2:5][CH2:4][CH2:3][CH2:2]1.[ClH:17].C(OCC)C. The catalyst is CO.O1CCOCC1. The product is [ClH:17].[CH:1]1([CH:7]([NH2:10])[CH2:8][CH3:9])[CH2:6][CH2:5][CH2:4][CH2:3][CH2:2]1. The yield is 0.570. (7) The reactants are [F:1][C:2]1[CH:3]=[C:4]2[N:10]=[CH:9][N:8]([CH2:11][C:12]3[CH:22]=[CH:21][C:15]4[N:16]=[C:17]([S:19][CH3:20])[S:18][C:14]=4[CH:13]=3)[C:5]2=[N:6][CH:7]=1.ClC1C=CC=C(C(OO)=[O:31])C=1.C([O-])(O)=O.[Na+]. The catalyst is C(Cl)Cl. The product is [F:1][C:2]1[CH:3]=[C:4]2[N:10]=[CH:9][N:8]([CH2:11][C:12]3[CH:22]=[CH:21][C:15]4[N:16]=[C:17]([S:19]([CH3:20])=[O:31])[S:18][C:14]=4[CH:13]=3)[C:5]2=[N:6][CH:7]=1. The yield is 0.920. (8) The reactants are Cl.[NH:2]1[CH2:7][CH2:6][CH2:5][C@@H:4]([C:8]2[N:12]3[C:13]4[CH:19]=[CH:18][NH:17][C:14]=4[N:15]=[CH:16][C:11]3=[N:10][N:9]=2)[CH2:3]1.[C:20]([CH2:22][C:23](O)=[O:24])#[N:21].C1C=CC2N(O)N=NC=2C=1.CCN=C=NCCCN(C)C.Cl.CCN(C(C)C)C(C)C. The catalyst is CN(C=O)C. The product is [C:8]1([C@@H:4]2[CH2:5][CH2:6][CH2:7][N:2]([C:23](=[O:24])[CH2:22][C:20]#[N:21])[CH2:3]2)[N:12]2[C:13]3[CH:19]=[CH:18][NH:17][C:14]=3[N:15]=[CH:16][C:11]2=[N:10][N:9]=1. The yield is 0.630. (9) The reactants are CC1(C)C(C)(C)OB([C:9]2[CH:10]=[C:11]([CH2:15][N:16]3[CH2:21][CH2:20][O:19][CH2:18][CH2:17]3)[CH:12]=[N:13][CH:14]=2)O1.Br[C:24]1[CH:25]=[C:26]2[C:30](=[C:31]([C:33]([NH2:35])=[O:34])[CH:32]=1)[NH:29][CH:28]=[C:27]2[CH:36]1[CH2:41][CH2:40][N:39]([S:42]([CH2:45][CH3:46])(=[O:44])=[O:43])[CH2:38][CH2:37]1.C(=O)([O-])[O-].[K+].[K+]. No catalyst specified. The product is [CH2:45]([S:42]([N:39]1[CH2:38][CH2:37][CH:36]([C:27]2[C:26]3[C:30](=[C:31]([C:33]([NH2:35])=[O:34])[CH:32]=[C:24]([C:9]4[CH:14]=[N:13][CH:12]=[C:11]([CH2:15][N:16]5[CH2:17][CH2:18][O:19][CH2:20][CH2:21]5)[CH:10]=4)[CH:25]=3)[NH:29][CH:28]=2)[CH2:41][CH2:40]1)(=[O:44])=[O:43])[CH3:46]. The yield is 0.430. (10) The yield is 0.500. The reactants are Cl[C:2]1[C:10]2[C:9]3[CH2:11][NH:12][CH2:13][CH2:14][C:8]=3[NH:7][C:6]=2[N:5]=[CH:4][CH:3]=1.[NH2:15][C:16]1[CH:21]=[CH:20][CH:19]=[CH:18][CH:17]=1.CC(C1C=C(C(C)C)C(C2C=CC=CC=2P(C2CCCCC2)C2CCCCC2)=C(C(C)C)C=1)C.[OH-].[K+]. The catalyst is C(O)(C)(C)C.CCOC(C)=O.O.CC([O-])=O.CC([O-])=O.[Pd+2]. The product is [C:16]1([NH:15][C:2]2[C:10]3[C:9]4[CH2:11][NH:12][CH2:13][CH2:14][C:8]=4[NH:7][C:6]=3[N:5]=[CH:4][CH:3]=2)[CH:21]=[CH:20][CH:19]=[CH:18][CH:17]=1.